The task is: Predict the reactants needed to synthesize the given product.. This data is from Full USPTO retrosynthesis dataset with 1.9M reactions from patents (1976-2016). (1) Given the product [CH2:3]([O:19][C:10]1[CH:15]=[CH:14][C:13](/[CH:16]=[CH:17]/[C:16]([C:13]2[CH:14]=[CH:15][C:10]([N:7]3[CH2:8][CH2:9][N:4]([CH2:1][CH2:2][CH3:3])[CH2:5][CH2:6]3)=[CH:11][CH:12]=2)=[O:18])=[CH:12][CH:11]=1)[C:2]#[CH:1], predict the reactants needed to synthesize it. The reactants are: [CH2:1]([N:4]1[CH2:9][CH2:8][N:7]([C:10]2[CH:15]=[CH:14][C:13]([C:16](=[O:18])[CH3:17])=[CH:12][CH:11]=2)[CH2:6][CH2:5]1)[CH2:2][CH3:3].[OH-:19].[Na+]. (2) The reactants are: [N:1]1[NH:2][N:3]=[N:4][C:5]=1[C:6]1[CH:13]=[CH:12][C:9]([CH:10]=O)=[CH:8][CH:7]=1.[NH2:14][C:15]1[N:16]=[N:17][C:18]([CH3:21])=[CH:19][CH:20]=1.C([O:24][C:25](=O)[C:26]([OH:39])=[CH:27][C:28]([C:30]1[CH:35]=[CH:34][C:33]([CH:36]([CH3:38])[CH3:37])=[CH:32][CH:31]=1)=[O:29])C. Given the product [OH:39][C:26]1[C:25](=[O:24])[N:14]([C:15]2[N:16]=[N:17][C:18]([CH3:21])=[CH:19][CH:20]=2)[CH:10]([C:9]2[CH:12]=[CH:13][C:6]([C:5]3[N:4]=[N:3][NH:2][N:1]=3)=[CH:7][CH:8]=2)[C:27]=1[C:28](=[O:29])[C:30]1[CH:35]=[CH:34][C:33]([CH:36]([CH3:38])[CH3:37])=[CH:32][CH:31]=1, predict the reactants needed to synthesize it. (3) Given the product [Cl:1][C:2]1[CH:27]=[CH:26][C:5]([CH2:6][CH:7]2[C:16]3[C:11](=[CH:12][CH:13]=[C:14]([OH:17])[CH:15]=3)[CH2:10][CH2:9][CH:8]2[NH:18][C:19](=[O:25])[O:20][CH2:32][C:31]2[CH:52]=[CH:53][CH:54]=[CH:29][CH:30]=2)=[CH:4][CH:3]=1, predict the reactants needed to synthesize it. The reactants are: [Cl:1][C:2]1[CH:27]=[CH:26][C:5]([CH2:6][CH:7]2[C:16]3[C:11](=[CH:12][CH:13]=[C:14]([OH:17])[CH:15]=3)[CH2:10][CH2:9][CH:8]2[NH:18][C:19](=[O:25])[O:20]C(C)(C)C)=[CH:4][CH:3]=1.Cl[C:29]1[CH:30]=[C:31]([CH:52]=[CH:53][C:54]=1Cl)[CH2:32]C1[C:52]2[C:31](=[CH:30][CH:29]=[C:54](O)[CH:53]=2)[CH2:32]CC1NC(=O)OC(C)(C)C.C(N(CC)CC)C.C(Cl)(=O)OCC1C=CC=CC=1.